From a dataset of Full USPTO retrosynthesis dataset with 1.9M reactions from patents (1976-2016). Predict the reactants needed to synthesize the given product. (1) Given the product [Cl:36][C:31]1[C:4]([O:3][CH2:1][CH3:2])=[CH:5][C:6]([CH2:7][N:8]2[CH2:13][CH2:12][CH:11]([NH:14][C:15]3[O:16][C:17]4[CH:23]=[CH:22][C:21]([O:24][CH2:25][CH2:26][CH2:27][OH:28])=[CH:20][C:18]=4[N:19]=3)[CH2:10][CH2:9]2)=[CH:29][C:30]=1[O:33][CH2:34][CH3:35], predict the reactants needed to synthesize it. The reactants are: [CH2:1]([O:3][C:4]1[CH:5]=[C:6]([CH:29]=[C:30]([O:33][CH2:34][CH3:35])[C:31]=1F)[CH2:7][N:8]1[CH2:13][CH2:12][CH:11]([NH:14][C:15]2[O:16][C:17]3[CH:23]=[CH:22][C:21]([O:24][CH2:25][CH2:26][CH2:27][OH:28])=[CH:20][C:18]=3[N:19]=2)[CH2:10][CH2:9]1)[CH3:2].[Cl:36]C1C(OCC)=CC(C=O)=CC=1OCC.C([BH3-])#N.[Na+].C(N(C(C)C)C(C)C)C. (2) Given the product [C:50]([O:49][C:47]([N:46]1[C@H:41]2[CH2:42][CH2:43][C@@H:44]1[CH2:45][N:39]([CH2:38][CH2:37][NH:36][C@:20]13[CH2:32][CH2:31][C@@H:30]([C:33]([CH3:35])=[CH2:34])[C@@H:21]1[C@@H:22]1[C@@:17]([CH3:54])([CH2:18][CH2:19]3)[C@@:16]3([CH3:55])[C@@H:25]([C@:26]4([CH3:29])[C@@H:13]([CH2:14][CH2:15]3)[C:12]([CH3:57])([CH3:56])[C:11]([C:8]3[CH:7]=[CH:6][C:5]([C:3]([OH:4])=[O:2])=[CH:10][CH:9]=3)=[CH:28][CH2:27]4)[CH2:24][CH2:23]1)[CH2:40]2)=[O:48])([CH3:51])([CH3:52])[CH3:53].[C:58]([OH:64])([C:60]([F:63])([F:62])[F:61])=[O:59], predict the reactants needed to synthesize it. The reactants are: C[O:2][C:3]([C:5]1[CH:10]=[CH:9][C:8]([C:11]2[C:12]([CH3:57])([CH3:56])[C@H:13]3[C@:26]([CH3:29])([CH2:27][CH:28]=2)[C@@H:25]2[C@:16]([CH3:55])([C@@:17]4([CH3:54])[C@H:22]([CH2:23][CH2:24]2)[C@H:21]2[C@H:30]([C:33]([CH3:35])=[CH2:34])[CH2:31][CH2:32][C@:20]2([NH:36][CH2:37][CH2:38][N:39]2[CH2:45][C@H:44]5[N:46]([C:47]([O:49][C:50]([CH3:53])([CH3:52])[CH3:51])=[O:48])[C@H:41]([CH2:42][CH2:43]5)[CH2:40]2)[CH2:19][CH2:18]4)[CH2:15][CH2:14]3)=[CH:7][CH:6]=1)=[O:4].[C:58]([OH:64])([C:60]([F:63])([F:62])[F:61])=[O:59].[OH-].[Li+].